Dataset: Full USPTO retrosynthesis dataset with 1.9M reactions from patents (1976-2016). Task: Predict the reactants needed to synthesize the given product. (1) Given the product [CH3:20][CH:19]([CH3:21])[C@H:2]([NH:1][C:23]1[N:31]=[CH:30][N:29]=[C:28]2[C:24]=1[N:25]=[CH:26][NH:27]2)[C:3]([NH:5][C:6]1[C:7]([NH:12][C:13]2[CH:18]=[CH:17][CH:16]=[CH:15][CH:14]=2)=[N:8][CH:9]=[CH:10][CH:11]=1)=[O:4], predict the reactants needed to synthesize it. The reactants are: [NH2:1][C@@H:2]([CH:19]([CH3:21])[CH3:20])[C:3]([NH:5][C:6]1[C:7]([NH:12][C:13]2[CH:18]=[CH:17][CH:16]=[CH:15][CH:14]=2)=[N:8][CH:9]=[CH:10][CH:11]=1)=[O:4].Cl[C:23]1[N:31]=[CH:30][N:29]=[C:28]2[C:24]=1[N:25]=[CH:26][N:27]2C1CCCCO1.CCN(C(C)C)C(C)C. (2) Given the product [F:1][C:2]1[CH:28]=[C:27]([S:29]([CH3:32])(=[O:31])=[O:30])[C:26]([F:33])=[CH:25][C:3]=1[O:4][C@H:5]1[CH2:10][CH2:9][CH2:8][N:7]([CH:11]2[CH2:16][CH2:15][NH:14][CH2:13][CH2:12]2)[C:6]1=[O:24], predict the reactants needed to synthesize it. The reactants are: [F:1][C:2]1[CH:28]=[C:27]([S:29]([CH3:32])(=[O:31])=[O:30])[C:26]([F:33])=[CH:25][C:3]=1[O:4][C@H:5]1[CH2:10][CH2:9][CH2:8][N:7]([CH:11]2[CH2:16][CH2:15][N:14](C(OC(C)(C)C)=O)[CH2:13][CH2:12]2)[C:6]1=[O:24].Cl.CC(O)C. (3) Given the product [C:17]([O:9][CH:3]([CH2:4][CH2:5][CH2:6][CH2:7][CH3:8])[C:2]#[CH:1])(=[O:19])[CH3:18], predict the reactants needed to synthesize it. The reactants are: [CH:1]#[C:2][CH:3]([OH:9])[CH2:4][CH2:5][CH2:6][CH2:7][CH3:8].C(N(CC)CC)C.[C:17](OC(=O)C)(=[O:19])[CH3:18]. (4) The reactants are: B(Br)(Br)Br.[Cl:5][C:6]1[CH:14]=[C:13]2[C:9]([C:10]([NH2:33])=[N:11][C:12]2([C:25]2[CH:30]=[CH:29][CH:28]=[C:27]([O:31]C)[CH:26]=2)[C:15]2[CH:20]=[CH:19][N:18]=[C:17]([C:21]([F:24])([F:23])[F:22])[CH:16]=2)=[C:8]([F:34])[CH:7]=1. Given the product [NH2:33][C:10]1[C:9]2[C:13](=[CH:14][C:6]([Cl:5])=[CH:7][C:8]=2[F:34])[C:12]([C:25]2[CH:26]=[C:27]([OH:31])[CH:28]=[CH:29][CH:30]=2)([C:15]2[CH:20]=[CH:19][N:18]=[C:17]([C:21]([F:24])([F:23])[F:22])[CH:16]=2)[N:11]=1, predict the reactants needed to synthesize it. (5) Given the product [O:19]=[S:5]1(=[O:20])[N:4]([CH2:3][CH2:2][N:24]2[CH2:25][CH2:26][CH2:27][N:21]([C:28]([O:30][C:31]([CH3:34])([CH3:33])[CH3:32])=[O:29])[CH2:22][CH2:23]2)[C:8]2[CH:9]=[CH:10][CH:11]=[CH:12][C:7]=2[N:6]1[C:13]1[CH:18]=[CH:17][CH:16]=[CH:15][CH:14]=1, predict the reactants needed to synthesize it. The reactants are: Br[CH2:2][CH2:3][N:4]1[C:8]2[CH:9]=[CH:10][CH:11]=[CH:12][C:7]=2[N:6]([C:13]2[CH:18]=[CH:17][CH:16]=[CH:15][CH:14]=2)[S:5]1(=[O:20])=[O:19].[N:21]1([C:28]([O:30][C:31]([CH3:34])([CH3:33])[CH3:32])=[O:29])[CH2:27][CH2:26][CH2:25][NH:24][CH2:23][CH2:22]1.C(=O)([O-])[O-].[Na+].[Na+]. (6) The reactants are: [N+:1](CC1N=CC=CC=1C(O)=O)([O-])=O.C[C:15]1[CH:23]=[CH:22][CH:21]=[C:20]([N+:24]([O-])=O)[C:16]=1[C:17](O)=[O:18]. Given the product [N:1]1[C:17](=[O:18])[CH:16]=[C:20]2[N:24]=[CH:15][CH:23]=[CH:22][C:21]=12, predict the reactants needed to synthesize it. (7) Given the product [C:17]([NH:25][C:26]1[CH:38]=[C:37]([C:4]2[CH:5]=[CH:6][CH:7]=[C:2]([Cl:1])[CH:3]=2)[CH:36]=[CH:35][C:27]=1[C:28]([O:30][C:31]([CH3:33])([CH3:34])[CH3:32])=[O:29])(=[O:24])[C:18]1[CH:19]=[CH:20][CH:21]=[CH:22][CH:23]=1, predict the reactants needed to synthesize it. The reactants are: [Cl:1][C:2]1[CH:3]=[C:4](B(O)O)[CH:5]=[CH:6][CH:7]=1.C(=O)([O-])[O-].[Na+].[Na+].[C:17]([NH:25][C:26]1[CH:38]=[C:37](Br)[CH:36]=[CH:35][C:27]=1[C:28]([O:30][C:31]([CH3:34])([CH3:33])[CH3:32])=[O:29])(=[O:24])[C:18]1[CH:23]=[CH:22][CH:21]=[CH:20][CH:19]=1. (8) Given the product [C:13]1([NH:12][C:9]2[CH:10]=[CH:11][C:6]([NH2:3])=[CH:7][CH:8]=2)[CH:14]=[CH:15][CH:16]=[CH:17][CH:18]=1, predict the reactants needed to synthesize it. The reactants are: [Cl-].[NH4+].[N+:3]([C:6]1[CH:11]=[CH:10][C:9]([NH:12][C:13]2[CH:18]=[CH:17][CH:16]=[CH:15][CH:14]=2)=[CH:8][CH:7]=1)([O-])=O.